From a dataset of Peptide-MHC class I binding affinity with 185,985 pairs from IEDB/IMGT. Regression. Given a peptide amino acid sequence and an MHC pseudo amino acid sequence, predict their binding affinity value. This is MHC class I binding data. The peptide sequence is RRRLTARGL. The MHC is Mamu-B03 with pseudo-sequence Mamu-B03. The binding affinity (normalized) is 0.738.